Dataset: Reaction yield outcomes from USPTO patents with 853,638 reactions. Task: Predict the reaction yield, written as a fraction of the theoretical maximum amount of product (1.0 means a 100% yield; for example, 0.34 means a 34% yield). The reactants are [NH2:1][C@H:2]1[C:10]2[C:5](=[C:6]([C:11]3[N:15]=[C:14]([C:16]4[CH:17]=[CH:18][C:19]([O:24][CH:25]([CH3:27])[CH3:26])=[C:20]([CH:23]=4)[C:21]#[N:22])[O:13][N:12]=3)[CH:7]=[CH:8][CH:9]=2)[CH2:4][CH2:3]1.C([O-])([O-])=O.[K+].[K+].Br[CH2:35][CH2:36][C:37]([O:39][CH3:40])=[O:38]. No catalyst specified. The product is [C:21]([C:20]1[CH:23]=[C:16]([C:14]2[O:13][N:12]=[C:11]([C:6]3[CH:7]=[CH:8][CH:9]=[C:10]4[C:5]=3[CH2:4][CH2:3][C@H:2]4[NH:1][CH2:35][CH2:36][C:37]([O:39][CH3:40])=[O:38])[N:15]=2)[CH:17]=[CH:18][C:19]=1[O:24][CH:25]([CH3:27])[CH3:26])#[N:22]. The yield is 0.630.